From a dataset of Full USPTO retrosynthesis dataset with 1.9M reactions from patents (1976-2016). Predict the reactants needed to synthesize the given product. (1) Given the product [CH3:1][O:5][CH2:6][CH2:9][CH2:12][CH2:15][S:18]([F:21])(=[O:20])=[O:19], predict the reactants needed to synthesize it. The reactants are: [C:1]([O:5][C:6]([C:9]([C:12]([C:15]([S:18]([F:21])(=[O:20])=[O:19])(F)F)(F)F)(F)F)(F)F)(F)(F)F.C(CO)(F)(F)F.C(OC(C(C(C(S(OCC(F)(F)F)(=O)=O)(F)F)(F)F)(F)F)(F)F)(F)(F)F. (2) Given the product [CH2:15]([O:13][C:12](=[O:14])[C@H:10]([CH3:11])[NH:9][C:4]1[CH:3]=[C:2]([F:1])[CH:7]=[C:6]([F:8])[CH:5]=1)[CH:16]([CH3:18])[CH3:17], predict the reactants needed to synthesize it. The reactants are: [F:1][C:2]1[CH:3]=[C:4]([NH:9][C@H:10]([C:12]([OH:14])=[O:13])[CH3:11])[CH:5]=[C:6]([F:8])[CH:7]=1.[CH2:15](O)[CH:16]([CH3:18])[CH3:17]. (3) Given the product [CH2:25]([N:27]1[C:4](=[O:17])[CH:5]([CH2:7][C:8]2[C:16]3[C:11](=[CH:12][CH:13]=[CH:14][CH:15]=3)[NH:10][CH:9]=2)[NH:6][C:28]1=[O:29])[CH3:26], predict the reactants needed to synthesize it. The reactants are: Cl.CO[C:4](=[O:17])[C@H:5]([CH2:7][C:8]1[C:16]2[C:11](=[CH:12][CH:13]=[CH:14][CH:15]=2)[NH:10][CH:9]=1)[NH2:6].C(N(CC)CC)C.[CH2:25]([N:27]=[C:28]=[O:29])[CH3:26].Cl.